This data is from Peptide-MHC class I binding affinity with 185,985 pairs from IEDB/IMGT. The task is: Regression. Given a peptide amino acid sequence and an MHC pseudo amino acid sequence, predict their binding affinity value. This is MHC class I binding data. (1) The binding affinity (normalized) is 0.0847. The peptide sequence is MHDPHSIPL. The MHC is HLA-A25:01 with pseudo-sequence HLA-A25:01. (2) The peptide sequence is KFNPMKTYI. The MHC is HLA-A11:01 with pseudo-sequence HLA-A11:01. The binding affinity (normalized) is 0. (3) The peptide sequence is DPKNWWHIL. The MHC is HLA-B08:02 with pseudo-sequence HLA-B08:02. The binding affinity (normalized) is 0.0847. (4) The peptide sequence is IEAKINVAD. The MHC is HLA-B18:01 with pseudo-sequence HLA-B18:01. The binding affinity (normalized) is 0.449. (5) The peptide sequence is RYDDGQSIY. The MHC is HLA-B27:05 with pseudo-sequence HLA-B27:05. The binding affinity (normalized) is 0.0847. (6) The peptide sequence is ITHTNITTL. The MHC is HLA-A02:02 with pseudo-sequence HLA-A02:02. The binding affinity (normalized) is 0.384. (7) The peptide sequence is EFFGWAEGY. The MHC is HLA-A02:03 with pseudo-sequence HLA-A02:03. The binding affinity (normalized) is 0.0847. (8) The peptide sequence is HVTQHWPQL. The MHC is HLA-B39:01 with pseudo-sequence HLA-B39:01. The binding affinity (normalized) is 0.0847.